Dataset: Forward reaction prediction with 1.9M reactions from USPTO patents (1976-2016). Task: Predict the product of the given reaction. Given the reactants [CH:1]1([NH2:6])[CH2:5][CH2:4][CH2:3][CH2:2]1.[Cl:7][C:8]1[CH:13]=[CH:12][C:11]([S:14](Cl)(=[O:16])=[O:15])=[CH:10][C:9]=1[N+:18]([O-:20])=[O:19], predict the reaction product. The product is: [Cl:7][C:8]1[CH:13]=[CH:12][C:11]([S:14]([NH:6][CH:1]2[CH2:5][CH2:4][CH2:3][CH2:2]2)(=[O:16])=[O:15])=[CH:10][C:9]=1[N+:18]([O-:20])=[O:19].